From a dataset of Reaction yield outcomes from USPTO patents with 853,638 reactions. Predict the reaction yield, written as a fraction of the theoretical maximum amount of product (1.0 means a 100% yield; for example, 0.34 means a 34% yield). (1) The reactants are [F:1][C:2]1[CH:8]=[C:7](I)[CH:6]=[CH:5][C:3]=1[NH2:4].B1(B2OC(C)(C)C(C)(C)O2)OC(C)(C)C(C)(C)O1.C([O-])(=O)C.[K+].Br[C:34]1[CH:39]=[CH:38][C:37]([C:40]([F:43])([F:42])[F:41])=[C:36]([F:44])[CH:35]=1.C(=O)([O-])[O-].[K+].[K+]. The yield is 0.610. The product is [F:1][C:2]1[CH:8]=[C:7]([C:34]2[CH:39]=[CH:38][C:37]([C:40]([F:42])([F:43])[F:41])=[C:36]([F:44])[CH:35]=2)[CH:6]=[CH:5][C:3]=1[NH2:4]. The catalyst is CN(C)C=O.O. (2) The reactants are [Cl:1][C:2]1[CH:7]=[CH:6][C:5]([C:8]2[S:9][C:10]3[C:11](=[O:26])[N:12]([C:17]4[CH:18]=[C:19]5[C:23](=[CH:24][CH:25]=4)[NH:22][CH2:21][CH2:20]5)[CH2:13][CH2:14][C:15]=3[N:16]=2)=[CH:4][CH:3]=1.[C:27]([O:31][C:32]([N:34]1[CH2:38][CH2:37][CH:36]([C:39](O)=[O:40])[CH2:35]1)=[O:33])([CH3:30])([CH3:29])[CH3:28].CCN(CC)CC.F[P-](F)(F)(F)(F)F.CN(C(=[N+](C)C)ON1C2=NC=CC=C2N=N1)C. The catalyst is C(Cl)Cl. The product is [C:27]([O:31][C:32]([N:34]1[CH2:38][CH2:37][CH:36]([C:39]([N:22]2[C:23]3[C:19](=[CH:18][C:17]([N:12]4[CH2:13][CH2:14][C:15]5[N:16]=[C:8]([C:5]6[CH:6]=[CH:7][C:2]([Cl:1])=[CH:3][CH:4]=6)[S:9][C:10]=5[C:11]4=[O:26])=[CH:25][CH:24]=3)[CH2:20][CH2:21]2)=[O:40])[CH2:35]1)=[O:33])([CH3:30])([CH3:29])[CH3:28]. The yield is 0.930. (3) The reactants are C1COCC1.[C:6]([C:8]1[CH:9]=[C:10]([CH2:13][O:14][CH3:15])[O:11][CH:12]=1)#[CH:7].I[C:17]1[CH:42]=[CH:41][C:20]([C:21]([N:23]([CH3:40])[C@:24]([CH3:39])([C:29]([NH:31][O:32][CH:33]2[CH2:38][CH2:37][CH2:36][CH2:35][O:34]2)=[O:30])[C:25]([NH:27][CH3:28])=[O:26])=[O:22])=[CH:19][CH:18]=1. The catalyst is Cl[Pd](Cl)([P](C1C=CC=CC=1)(C1C=CC=CC=1)C1C=CC=CC=1)[P](C1C=CC=CC=1)(C1C=CC=CC=1)C1C=CC=CC=1.[Cu]I.C(OCC)(=O)C. The product is [CH3:15][O:14][CH2:13][C:10]1[O:11][CH:12]=[C:8]([C:6]#[C:7][C:17]2[CH:42]=[CH:41][C:20]([C:21]([N:23]([CH3:40])[C@:24]([CH3:39])([C:29]([NH:31][O:32][CH:33]3[CH2:38][CH2:37][CH2:36][CH2:35][O:34]3)=[O:30])[C:25]([NH:27][CH3:28])=[O:26])=[O:22])=[CH:19][CH:18]=2)[CH:9]=1. The yield is 0.840. (4) The catalyst is [Cl-].C([N+]1C(C)=C(CCO)SC=1)C1C=CC=CC=1.C(O)C. The product is [CH:1]1([S:4]([C:7]2[CH:15]=[CH:14][CH:13]=[C:12]3[C:8]=2[CH:9]=[N:10][N:11]3[CH:16]([CH2:21][CH:22]2[CH2:23][CH2:24][O:25][CH2:26][CH2:27]2)[C:17](=[O:20])[CH2:18][CH2:19][C:40]([C:37]2[CH:36]=[CH:35][C:34]([CH:29]([OH:28])[C:30]([OH:33])([CH3:31])[CH3:32])=[CH:39][N:38]=2)=[O:41])(=[O:6])=[O:5])[CH2:3][CH2:2]1. The yield is 0.710. The reactants are [CH:1]1([S:4]([C:7]2[CH:15]=[CH:14][CH:13]=[C:12]3[C:8]=2[CH:9]=[N:10][N:11]3[CH:16]([CH2:21][CH:22]2[CH2:27][CH2:26][O:25][CH2:24][CH2:23]2)[C:17](=[O:20])[CH:18]=[CH2:19])(=[O:6])=[O:5])[CH2:3][CH2:2]1.[OH:28][CH:29]([C:34]1[CH:35]=[CH:36][C:37]([CH:40]=[O:41])=[N:38][CH:39]=1)[C:30]([OH:33])([CH3:32])[CH3:31].C(N(CC)CC)C.O1CCCC1. (5) The reactants are [ClH:1].Cl.Cl.Cl.[NH2:5][CH2:6][CH2:7][CH2:8][CH2:9][N:10]([CH2:21][C:22]1[N:23]=[N:24][N:25]([C:27]2[CH:32]=[CH:31][CH:30]=[CH:29][CH:28]=2)[CH:26]=1)[CH:11]1[C:20]2[N:19]=[CH:18][CH:17]=[CH:16][C:15]=2[CH2:14][CH2:13][CH2:12]1.CCN(C(C)C)C(C)C.[N:42]1[CH:47]=[CH:46][CH:45]=[CH:44][C:43]=1[CH:48]=O.C(O[BH-](OC(=O)C)OC(=O)C)(=O)C.[Na+].C(=O)(O)[O-].[Na+]. The catalyst is ClCCCl.C(O)(=O)C. The product is [ClH:1].[C:27]1([N:25]2[CH:26]=[C:22]([CH2:21][N:10]([CH:11]3[C:20]4[N:19]=[CH:18][CH:17]=[CH:16][C:15]=4[CH2:14][CH2:13][CH2:12]3)[CH2:9][CH2:8][CH2:7][CH2:6][NH:5][CH2:48][C:43]3[CH:44]=[CH:45][CH:46]=[CH:47][N:42]=3)[N:23]=[N:24]2)[CH:32]=[CH:31][CH:30]=[CH:29][CH:28]=1. The yield is 0.450. (6) The reactants are [CH:1]1([S:4]([NH2:7])(=[O:6])=[O:5])[CH2:3][CH2:2]1.[CH3:8][C:9]([O:12][C:13](O[C:13]([O:12][C:9]([CH3:11])([CH3:10])[CH3:8])=[O:14])=[O:14])([CH3:11])[CH3:10]. The catalyst is C(Cl)Cl. The product is [C:13]([NH:7][S:4]([CH:1]1[CH2:3][CH2:2]1)(=[O:6])=[O:5])([O:12][C:9]([CH3:11])([CH3:10])[CH3:8])=[O:14]. The yield is 0.870. (7) The reactants are [NH2:1][C:2]1[C:7]([C:8]2[CH:9]=[C:10]([NH:16][S:17]([C:20]3[CH:25]=[CH:24][C:23]([O:26]C)=[CH:22][CH:21]=3)(=[O:19])=[O:18])[C:11]([CH2:14][CH3:15])=[N:12][CH:13]=2)=[C:6]([NH:28][C@H:29]([C:31]2[N:36]([C:37]3[CH:42]=[CH:41][CH:40]=[CH:39][CH:38]=3)[C:35](=[O:43])[C:34]3=[C:44]([CH3:47])[CH:45]=[CH:46][N:33]3[N:32]=2)[CH3:30])[N:5]=[CH:4][N:3]=1.B(Br)(Br)Br. The catalyst is ClCCl. The product is [NH2:1][C:2]1[C:7]([C:8]2[CH:9]=[C:10]([NH:16][S:17]([C:20]3[CH:21]=[CH:22][C:23]([OH:26])=[CH:24][CH:25]=3)(=[O:19])=[O:18])[C:11]([CH2:14][CH3:15])=[N:12][CH:13]=2)=[C:6]([NH:28][C@H:29]([C:31]2[N:36]([C:37]3[CH:42]=[CH:41][CH:40]=[CH:39][CH:38]=3)[C:35](=[O:43])[C:34]3=[C:44]([CH3:47])[CH:45]=[CH:46][N:33]3[N:32]=2)[CH3:30])[N:5]=[CH:4][N:3]=1. The yield is 0.220.